From a dataset of Forward reaction prediction with 1.9M reactions from USPTO patents (1976-2016). Predict the product of the given reaction. The product is: [CH3:29][C:28]1[O:27][C:26]([C:30]2[CH:31]=[CH:32][CH:33]=[CH:34][CH:35]=2)=[N:25][C:24]=1[CH2:23][O:22][C:21]1[CH:20]=[CH:19][C:18]([CH2:17][O:3]/[N:4]=[C:5](\[C:10]2[CH:15]=[CH:14][CH:13]=[CH:12][CH:11]=2)/[C:6]([OH:8])=[O:7])=[CH:37][CH:36]=1. Given the reactants [H-].[Na+].[OH:3]/[N:4]=[C:5](\[C:10]1[CH:15]=[CH:14][CH:13]=[CH:12][CH:11]=1)/[C:6]([O:8]C)=[O:7].Cl[CH2:17][C:18]1[CH:37]=[CH:36][C:21]([O:22][CH2:23][C:24]2[N:25]=[C:26]([C:30]3[CH:35]=[CH:34][CH:33]=[CH:32][CH:31]=3)[O:27][C:28]=2[CH3:29])=[CH:20][CH:19]=1.Cl.C(=O)(O)[O-].[Na+], predict the reaction product.